This data is from NCI-60 drug combinations with 297,098 pairs across 59 cell lines. The task is: Regression. Given two drug SMILES strings and cell line genomic features, predict the synergy score measuring deviation from expected non-interaction effect. (1) Drug 1: C1=NC2=C(N=C(N=C2N1C3C(C(C(O3)CO)O)O)F)N. Drug 2: CC1CCC2CC(C(=CC=CC=CC(CC(C(=O)C(C(C(=CC(C(=O)CC(OC(=O)C3CCCCN3C(=O)C(=O)C1(O2)O)C(C)CC4CCC(C(C4)OC)OCCO)C)C)O)OC)C)C)C)OC. Cell line: NCI-H460. Synergy scores: CSS=13.3, Synergy_ZIP=-3.86, Synergy_Bliss=0.823, Synergy_Loewe=-2.55, Synergy_HSA=-0.0503. (2) Drug 1: CC1=C2C(C(=O)C3(C(CC4C(C3C(C(C2(C)C)(CC1OC(=O)C(C(C5=CC=CC=C5)NC(=O)OC(C)(C)C)O)O)OC(=O)C6=CC=CC=C6)(CO4)OC(=O)C)OC)C)OC. Drug 2: B(C(CC(C)C)NC(=O)C(CC1=CC=CC=C1)NC(=O)C2=NC=CN=C2)(O)O. Cell line: CCRF-CEM. Synergy scores: CSS=60.7, Synergy_ZIP=1.28, Synergy_Bliss=3.37, Synergy_Loewe=2.57, Synergy_HSA=6.15.